Dataset: Forward reaction prediction with 1.9M reactions from USPTO patents (1976-2016). Task: Predict the product of the given reaction. (1) Given the reactants C(OC([NH:8][CH2:9][CH2:10][CH:11]1[CH2:15][CH2:14][NH:13][CH2:12]1)=O)(C)(C)C.[CH2:16]([O:23][C:24]([NH:26][C:27](=[NH:30])SC)=[O:25])[C:17]1[CH:22]=[CH:21][CH:20]=[CH:19][CH:18]=1.OS([O-])(=O)=O.[K+], predict the reaction product. The product is: [CH2:16]([O:23][C:24]([NH:26][C:27]([N:13]1[CH2:14][CH2:15][CH:11]([CH2:10][CH2:9][NH2:8])[CH2:12]1)=[NH:30])=[O:25])[C:17]1[CH:22]=[CH:21][CH:20]=[CH:19][CH:18]=1. (2) Given the reactants C(OC1(CC2C=CC(OC)=CC=2O)C2C(=CC=C(C)C=2)N(CCCC(C)C)C1=O)(=O)C1C=CC=CC=1.[C:37]([O:45][CH:46]1[C:54]2[C:49](=[CH:50][CH:51]=[C:52]([Cl:55])[CH:53]=2)[N:48]([CH2:56][CH2:57][C:58]2[CH:63]=[CH:62][CH:61]=[CH:60][CH:59]=2)[C:47]1=[O:64])(=[O:44])[C:38]1[CH:43]=[CH:42][CH:41]=[CH:40][CH:39]=1.C(=O)([O:71][C:72]1[CH:77]=[CH:76][C:75]([O:78][CH3:79])=[CH:74][C:73]=1[CH2:80]O)OC(C)(C)C, predict the reaction product. The product is: [C:37]([O:45][C:46]1([CH2:80][C:73]2[CH:74]=[C:75]([O:78][CH3:79])[CH:76]=[CH:77][C:72]=2[OH:71])[C:54]2[C:49](=[CH:50][CH:51]=[C:52]([Cl:55])[CH:53]=2)[N:48]([CH2:56][CH2:57][C:58]2[CH:59]=[CH:60][CH:61]=[CH:62][CH:63]=2)[C:47]1=[O:64])(=[O:44])[C:38]1[CH:43]=[CH:42][CH:41]=[CH:40][CH:39]=1. (3) Given the reactants [N+:1]([C:4]1[CH:9]=[CH:8][C:7]([CH2:10][CH2:11][NH2:12])=[CH:6][CH:5]=1)([O-:3])=[O:2].[C:13](O)(=[O:22])[C@@H:14]([C:16]1[CH:21]=[CH:20][CH:19]=[CH:18][CH:17]=1)[OH:15].C(=O)([O-])[O-].[K+].[K+].OC1C2N=NNC=2C=CC=1.Cl.CN(C)CCCN=C=NCC, predict the reaction product. The product is: [OH:15][C@H:14]([C:16]1[CH:21]=[CH:20][CH:19]=[CH:18][CH:17]=1)[C:13]([NH:12][CH2:11][CH2:10][C:7]1[CH:6]=[CH:5][C:4]([N+:1]([O-:3])=[O:2])=[CH:9][CH:8]=1)=[O:22]. (4) Given the reactants [CH3:1][NH:2][CH2:3][CH2:4][CH2:5][CH2:6][CH2:7][CH2:8][CH2:9][CH2:10][CH2:11][N:12]1[CH2:17][CH2:16][CH:15]([O:18][C:19](=[O:33])[NH:20][C:21]2[CH:26]=[CH:25][CH:24]=[CH:23][C:22]=2[C:27]2[CH:32]=[CH:31][CH:30]=[CH:29][CH:28]=2)[CH2:14][CH2:13]1.C1(N)C(F)=C(F)C(F)=C(N)C=1F.Cl.Cl.[Cl:48][C:49]1[CH:57]=[CH:56][C:52]([C:53]([OH:55])=O)=[CH:51][C:50]=1[OH:58], predict the reaction product. The product is: [Cl:48][C:49]1[CH:57]=[CH:56][C:52]([C:53]([N:2]([CH3:1])[CH2:3][CH2:4][CH2:5][CH2:6][CH2:7][CH2:8][CH2:9][CH2:10][CH2:11][N:12]2[CH2:13][CH2:14][CH:15]([O:18][C:19](=[O:33])[NH:20][C:21]3[CH:26]=[CH:25][CH:24]=[CH:23][C:22]=3[C:27]3[CH:28]=[CH:29][CH:30]=[CH:31][CH:32]=3)[CH2:16][CH2:17]2)=[O:55])=[CH:51][C:50]=1[OH:58]. (5) The product is: [OH:16][CH2:14][CH2:15][S:1][C:2]1[CH:10]=[CH:9][C:5]([C:6]([OH:8])=[O:7])=[CH:4][CH:3]=1. Given the reactants [SH:1][C:2]1[CH:10]=[CH:9][C:5]([C:6]([OH:8])=[O:7])=[CH:4][CH:3]=1.[OH-].[K+].Cl[CH:14]([OH:16])[CH3:15], predict the reaction product.